This data is from Reaction yield outcomes from USPTO patents with 853,638 reactions. The task is: Predict the reaction yield, written as a fraction of the theoretical maximum amount of product (1.0 means a 100% yield; for example, 0.34 means a 34% yield). The reactants are [CH2:1]([N:8]1[CH:16]=[C:15]2[C:10]([CH:11]=[C:12]([C:17]3[CH:18]=[C:19]([CH:27]4[CH2:32]CN[CH2:29][CH2:28]4)[N:20]4[C:25]=3[C:24]([NH2:26])=[N:23][CH:22]=[N:21]4)[CH:13]=[CH:14]2)=[N:9]1)[C:2]1[CH:7]=[CH:6][CH:5]=[CH:4][CH:3]=1.CC(O)=O.C(O[C:40]1(O[Si](C)(C)C)[CH2:42][CH2:41]1)C.[C:48]([BH3-])#[N:49].[Na+].[OH-].[Na+]. The catalyst is CO. The product is [CH2:1]([N:8]1[CH:16]=[C:15]2[C:10]([CH:11]=[C:12]([C:17]3[CH:18]=[C:19]([CH:27]4[CH2:28][CH2:29][CH2:48][N:49]([CH:40]5[CH2:41][CH2:42]5)[CH2:32]4)[N:20]4[C:25]=3[C:24]([NH2:26])=[N:23][CH:22]=[N:21]4)[CH:13]=[CH:14]2)=[N:9]1)[C:2]1[CH:7]=[CH:6][CH:5]=[CH:4][CH:3]=1. The yield is 0.400.